From a dataset of Forward reaction prediction with 1.9M reactions from USPTO patents (1976-2016). Predict the product of the given reaction. (1) Given the reactants N1C=CN=C1.[I:6]I.O[CH2:9][CH2:10][CH2:11][CH2:12][CH:13]1[CH2:17][CH2:16][N:15]([C:18]([O:20][C:21]([CH3:24])([CH3:23])[CH3:22])=[O:19])[CH2:14]1.C1(P(C2C=CC=CC=2)C2C=CC=CC=2)C=CC=CC=1, predict the reaction product. The product is: [I:6][CH2:9][CH2:10][CH2:11][CH2:12][CH:13]1[CH2:17][CH2:16][N:15]([C:18]([O:20][C:21]([CH3:24])([CH3:23])[CH3:22])=[O:19])[CH2:14]1. (2) Given the reactants C([CH:3]([C:5]1[CH:6]=[C:7]2[N:12]([C:13]=1[C:14]1[CH:19]=[CH:18][CH:17]=[CH:16][N:15]=1)[CH:11]=[CH:10][CH:9]=[CH:8]2)O)C.[N:20]1[C:28]([NH2:29])=[C:27]2[C:23]([N:24]=[CH:25][NH:26]2)=[N:22][CH:21]=1.C1C=CC(P(C2C=CC=CC=2)C2C=CC=CC=2)=CC=1.CC(OC(/N=N/C(OC(C)C)=O)=O)C, predict the reaction product. The product is: [N:15]1[CH:16]=[CH:17][CH:18]=[CH:19][C:14]=1[C:13]1[N:12]2[C:7]([CH:8]=[CH:9][CH:10]=[CH:11]2)=[CH:6][C:5]=1[CH2:3][N:24]1[CH:25]=[N:26][C:27]2[C:23]1=[N:22][CH:21]=[N:20][C:28]=2[NH2:29]. (3) Given the reactants [C:1]([C@H:4]1[CH2:8][C@@H:7]([OH:9])[CH2:6][N:5]1[C:10]([O:12][C:13]([CH3:16])([CH3:15])[CH3:14])=[O:11])(=[O:3])[NH2:2].C(OCC)(=O)C.I([O-])(=O)(=O)=O.[Na+], predict the reaction product. The product is: [C:1]([C@H:4]1[CH2:8][C:7](=[O:9])[CH2:6][N:5]1[C:10]([O:12][C:13]([CH3:16])([CH3:15])[CH3:14])=[O:11])(=[O:3])[NH2:2]. (4) Given the reactants [CH2:1]([O:3][C:4](=[O:12])[C:5]1[CH:10]=[CH:9][C:8]([NH2:11])=[CH:7][CH:6]=1)[CH3:2].[Br:13][C:14]1[CH:15]=[C:16]([CH:20]=O)[CH:17]=[N:18][CH:19]=1, predict the reaction product. The product is: [CH2:1]([O:3][C:4](=[O:12])[C:5]1[CH:10]=[CH:9][C:8]([N:11]=[CH:20][C:16]2[CH:17]=[N:18][CH:19]=[C:14]([Br:13])[CH:15]=2)=[CH:7][CH:6]=1)[CH3:2]. (5) Given the reactants [Cl:1][C:2]1[CH:7]=[CH:6][C:5]([C:8]2[CH:9]=[N:10][C:11]3[C:16]([N:17]=2)=[CH:15][C:14]([C:18]([C:20]2[C:21]([F:41])=[C:22]([N:28](S(CCC)(=O)=O)[S:29]([CH2:32][CH2:33][CH3:34])(=[O:31])=[O:30])[CH:23]=[C:24]([F:27])[C:25]=2[F:26])=[O:19])=[CH:13][CH:12]=3)=[CH:4][CH:3]=1.[OH-].[Na+], predict the reaction product. The product is: [Cl:1][C:2]1[CH:7]=[CH:6][C:5]([C:8]2[CH:9]=[N:10][C:11]3[C:16]([N:17]=2)=[CH:15][C:14]([C:18]([C:20]2[C:21]([F:41])=[C:22]([NH:28][S:29]([CH2:32][CH2:33][CH3:34])(=[O:31])=[O:30])[CH:23]=[C:24]([F:27])[C:25]=2[F:26])=[O:19])=[CH:13][CH:12]=3)=[CH:4][CH:3]=1. (6) The product is: [CH:22]1([N:15]([CH:16]2[CH2:21][CH2:20][CH2:19][CH2:18][CH2:17]2)[C:13](=[O:14])[NH:12][C:10]2[S:11][C:7]([S:6][CH2:5][C:4]([OH:29])=[O:3])=[CH:8][N:9]=2)[CH2:23][CH2:24][CH2:25][CH2:26][CH2:27][CH2:28]1. Given the reactants C([O:3][C:4](=[O:29])[CH2:5][S:6][C:7]1[S:11][C:10]([NH:12][C:13]([N:15]([CH:22]2[CH2:28][CH2:27][CH2:26][CH2:25][CH2:24][CH2:23]2)[CH:16]2[CH2:21][CH2:20][CH2:19][CH2:18][CH2:17]2)=[O:14])=[N:9][CH:8]=1)C.C1(NC2CCCCCC2)CCCCC1.NC1SC=NC=1.C(OC(=O)CS)C, predict the reaction product.